This data is from Forward reaction prediction with 1.9M reactions from USPTO patents (1976-2016). The task is: Predict the product of the given reaction. Given the reactants [OH:1][C:2]1[CH:3]=[C:4]([CH:9]=[CH:10][C:11]=1[CH3:12])[C:5]([NH:7][NH2:8])=[O:6].NN.[C:15](OCC)(OCC)(OCC)[CH3:16], predict the reaction product. The product is: [CH3:12][C:11]1[CH:10]=[CH:9][C:4]([C:5]2[O:6][C:15]([CH3:16])=[N:8][N:7]=2)=[CH:3][C:2]=1[OH:1].